This data is from Forward reaction prediction with 1.9M reactions from USPTO patents (1976-2016). The task is: Predict the product of the given reaction. (1) The product is: [F:43][C:44]([F:61])([F:62])[O:45][C:46]1[CH:51]=[CH:50][CH:49]=[CH:48][C:47]=1[C:52]1[CH:57]=[CH:56][C:55]([C@H:58]([NH:60][S:37]([C:34]2[C:33]([CH3:41])=[N:32][N:31]([CH:30]([F:42])[F:29])[C:35]=2[CH3:36])(=[O:39])=[O:38])[CH3:59])=[CH:54][CH:53]=1. Given the reactants FC1C=CC(OC)=C(C2C=CC([C@H](NS(C3C=C(C)OC=3C)(=O)=O)C)=CC=2)C=1.[F:29][CH:30]([F:42])[N:31]1[C:35]([CH3:36])=[C:34]([S:37](Cl)(=[O:39])=[O:38])[C:33]([CH3:41])=[N:32]1.[F:43][C:44]([F:62])([F:61])[O:45][C:46]1[CH:51]=[CH:50][CH:49]=[CH:48][C:47]=1[C:52]1[CH:57]=[CH:56][C:55]([CH:58]([NH2:60])[CH3:59])=[CH:54][CH:53]=1, predict the reaction product. (2) Given the reactants [OH:1][C@@H:2]1[CH2:6][C@H:5]([OH:7])[C@H:4]([CH2:8]/[CH:9]=[CH:10]\[CH2:11][CH2:12][CH2:13][C:14]([OH:16])=[O:15])[C@H:3]1/[CH:17]=[CH:18]/[C@@H:19]([OH:28])[CH2:20][CH2:21][C:22]1[CH:27]=[CH:26][CH:25]=[CH:24][CH:23]=1.[C:29](=O)([O-])[O-].[K+].[K+].IC, predict the reaction product. The product is: [OH:1][C@@H:2]1[CH2:6][C@H:5]([OH:7])[C@H:4]([CH2:8]/[CH:9]=[CH:10]\[CH2:11][CH2:12][CH2:13][C:14]([O:16][CH3:29])=[O:15])[C@H:3]1/[CH:17]=[CH:18]/[C@@H:19]([OH:28])[CH2:20][CH2:21][C:22]1[CH:23]=[CH:24][CH:25]=[CH:26][CH:27]=1. (3) Given the reactants [O-]CC.[Na+].[C:5]([CH2:13][C:14](OCC)=O)(=[O:12])[C:6]1[CH:11]=[CH:10][CH:9]=[CH:8][CH:7]=1.[Br:19][C:20]1[CH:25]=[CH:24][C:23]([O:26][CH3:27])=[CH:22][C:21]=1CBr.S(=O)(=O)(O)O.[OH-].[Na+], predict the reaction product. The product is: [Br:19][C:20]1[CH:25]=[CH:24][C:23]([O:26][CH3:27])=[CH:22][C:21]=1[CH2:14][CH2:13][C:5]([C:6]1[CH:7]=[CH:8][CH:9]=[CH:10][CH:11]=1)=[O:12].